Dataset: Catalyst prediction with 721,799 reactions and 888 catalyst types from USPTO. Task: Predict which catalyst facilitates the given reaction. (1) Reactant: [F:1][C:2]1[CH:7]=[C:6]([CH3:8])[CH:5]=[C:4]([CH3:9])[N:3]=1.[Cl:10]N1C(=O)CCC1=O.C(OOC(=O)C1C=CC=CC=1)(=O)C1C=CC=CC=1. Product: [Cl:10][CH2:8][C:6]1[CH:5]=[C:4]([CH3:9])[N:3]=[C:2]([F:1])[CH:7]=1. The catalyst class is: 53. (2) Reactant: [CH2:1]([N:8]1[CH2:13][CH2:12][N:11](C(OC(C)(C)C)=O)[C@H:10]([CH2:21]/[CH:22]=[CH:23]/[C:24]2[CH:29]=[CH:28][CH:27]=[CH:26][CH:25]=2)[CH2:9]1)[C:2]1[CH:7]=[CH:6][CH:5]=[CH:4][CH:3]=1.C(O)(C(F)(F)F)=O.C(=O)([O-])O.[Na+].C(=O)([O-])[O-].[K+].[K+].[Cl-].[Na+]. Product: [CH2:1]([N:8]1[CH2:13][CH2:12][NH:11][C@H:10]([CH2:21]/[CH:22]=[CH:23]/[C:24]2[CH:29]=[CH:28][CH:27]=[CH:26][CH:25]=2)[CH2:9]1)[C:2]1[CH:3]=[CH:4][CH:5]=[CH:6][CH:7]=1. The catalyst class is: 4. (3) Reactant: F[C:2]1[CH:3]=[C:4]([OH:11])[CH:5]=[CH:6][C:7]=1[N+:8]([O-:10])=[O:9].[NH2:12][C:13]1[CH:18]=[CH:17][CH:16]=[CH:15][CH:14]=1. Product: [C:13]1([NH:12][C:2]2[CH:3]=[C:4]([OH:11])[CH:5]=[CH:6][C:7]=2[N+:8]([O-:10])=[O:9])[CH:18]=[CH:17][CH:16]=[CH:15][CH:14]=1. The catalyst class is: 13. (4) Reactant: [H-].[Na+].[OH:3][C:4]1[CH:9]=[C:8]([O:10][CH3:11])[CH:7]=[CH:6][C:5]=1[CH:12]1[C:20]2[C:15](=[CH:16][CH:17]=[C:18]([O:21][CH2:22][CH2:23][CH3:24])[CH:19]=2)[CH:14]([C:25]2[CH:30]=[CH:29][C:28]3[O:31][CH2:32][O:33][C:27]=3[CH:26]=2)[CH2:13]1.Br[CH2:35][C:36]([O:38][CH2:39][CH3:40])=[O:37]. Product: [C:36]([CH2:35][O:3][C:4]1[CH:9]=[C:8]([O:10][CH3:11])[CH:7]=[CH:6][C:5]=1[CH:12]1[C:20]2[C:15](=[CH:16][CH:17]=[C:18]([O:21][CH2:22][CH2:23][CH3:24])[CH:19]=2)[CH:14]([C:25]2[CH:30]=[CH:29][C:28]3[O:31][CH2:32][O:33][C:27]=3[CH:26]=2)[CH2:13]1)([O:38][CH2:39][CH3:40])=[O:37]. The catalyst class is: 9. (5) Reactant: C(N1C(C2C=CC=CC=2)=CN=C1)C1C=CC=CC=1.Br[C:20]1[S:24][C:23]([C:25]2[CH:30]=[CH:29][CH:28]=[CH:27][CH:26]=2)=[N:22][C:21]=1[CH3:31].[CH2:32]([N:39]1[CH:43]=[CH:42][N:41]=[C:40]1[C:44]1[CH:45]=[N:46][CH:47]=[CH:48][CH:49]=1)[C:33]1[CH:38]=[CH:37][CH:36]=[CH:35][CH:34]=1.C(C1C=NC=CC=1)#N.B(O)(O)C1C=CC=C(F)C=1. Product: [CH2:32]([N:39]1[C:43]([C:20]2[S:24][C:23]([C:25]3[CH:30]=[CH:29][CH:28]=[CH:27][CH:26]=3)=[N:22][C:21]=2[CH3:31])=[CH:42][N:41]=[C:40]1[C:44]1[CH:45]=[N:46][CH:47]=[CH:48][CH:49]=1)[C:33]1[CH:34]=[CH:35][CH:36]=[CH:37][CH:38]=1.[CH2:32]([N:39]1[CH:43]=[CH:42][N:41]=[C:40]1[C:44]1[CH:45]=[N:46][CH:47]=[CH:48][CH:49]=1)[C:33]1[CH:34]=[CH:35][CH:36]=[CH:37][CH:38]=1. The catalyst class is: 98. (6) Reactant: [N+:1]([C:4]1[CH:16]=[CH:15][C:7]([CH2:8][N:9]2[CH2:14][CH2:13][CH2:12][CH2:11][CH2:10]2)=[CH:6][CH:5]=1)([O-])=O.[H][H]. Product: [N:9]1([CH2:8][C:7]2[CH:6]=[CH:5][C:4]([NH2:1])=[CH:16][CH:15]=2)[CH2:14][CH2:13][CH2:12][CH2:11][CH2:10]1. The catalyst class is: 446. (7) The catalyst class is: 1. Reactant: [Br:1][C:2]1[N:19]=[CH:18][CH:17]=[CH:16][C:3]=1[C:4]([NH:6][C:7]([CH3:15])([C:9]1[CH:14]=[CH:13][CH:12]=[CH:11][CH:10]=1)[CH3:8])=[O:5].[Li+].CC([N-]C(C)C)C.CCCCCCC.C1C[O:38][CH2:37]C1.C(C1C=CC=CC=1)C.CN(C=O)C.O. Product: [Br:1][C:2]1[C:3]2[C:4](=[O:5])[N:6]([C:7]([CH3:15])([C:9]3[CH:14]=[CH:13][CH:12]=[CH:11][CH:10]=3)[CH3:8])[CH:37]([OH:38])[C:16]=2[CH:17]=[CH:18][N:19]=1.